This data is from Full USPTO retrosynthesis dataset with 1.9M reactions from patents (1976-2016). The task is: Predict the reactants needed to synthesize the given product. (1) Given the product [CH3:1][C@@H:2]1[CH2:6][CH2:5][S:4](=[O:8])(=[O:7])[N:3]1[CH2:12][C:13]1[CH:22]=[CH:21][C:16]([C:17]([O:19][CH3:20])=[O:18])=[CH:15][CH:14]=1, predict the reactants needed to synthesize it. The reactants are: [CH3:1][C@@H:2]1[CH2:6][CH2:5][S:4](=[O:8])(=[O:7])[NH:3]1.[H-].[Na+].Br[CH2:12][C:13]1[CH:22]=[CH:21][C:16]([C:17]([O:19][CH3:20])=[O:18])=[CH:15][CH:14]=1.Cl. (2) Given the product [Cl:8][C:9]1[CH:14]=[C:13]([Cl:15])[CH:12]=[CH:11][C:10]=1[S:16]([NH:21][CH2:22][C:23]([N:25]1[CH2:26][CH2:27][N:28]([C:31]([C@@H:33]([NH:38][C:39]([C:41]2[S:42][C:43]3[CH:49]=[CH:48][CH:47]=[CH:46][C:44]=3[CH:45]=2)=[O:40])[CH2:34][CH:35]([CH3:37])[CH3:36])=[O:32])[CH2:29][CH2:30]1)=[O:24])(=[O:18])=[O:17], predict the reactants needed to synthesize it. The reactants are: C(N(CC)CC)C.[Cl:8][C:9]1[CH:14]=[C:13]([Cl:15])[CH:12]=[CH:11][C:10]=1[S:16](Cl)(=[O:18])=[O:17].Cl.[NH2:21][CH2:22][C:23]([N:25]1[CH2:30][CH2:29][N:28]([C:31]([C@@H:33]([NH:38][C:39]([C:41]2[S:42][C:43]3[CH:49]=[CH:48][CH:47]=[CH:46][C:44]=3[CH:45]=2)=[O:40])[CH2:34][CH:35]([CH3:37])[CH3:36])=[O:32])[CH2:27][CH2:26]1)=[O:24]. (3) Given the product [F:21][C@@H:19]1[CH2:20][N:16]([C:14](=[O:15])[CH2:13][NH:12][C:7]23[CH2:6][CH2:5][C:4]([C:1]([NH:36][C:35]4[CH:37]=[CH:38][C:32]([CH2:24][CH2:25][CH2:26][CH2:27][CH2:28][CH2:29][CH2:30][CH3:31])=[CH:33][CH:34]=4)=[O:2])([CH2:11][CH2:10]2)[CH2:9][CH2:8]3)[C@H:17]([C:22]#[N:23])[CH2:18]1, predict the reactants needed to synthesize it. The reactants are: [C:1]([C:4]12[CH2:11][CH2:10][C:7]([NH:12][CH2:13][C:14]([N:16]3[CH2:20][C@@H:19]([F:21])[CH2:18][C@H:17]3[C:22]#[N:23])=[O:15])([CH2:8][CH2:9]1)[CH2:6][CH2:5]2)(O)=[O:2].[CH2:24]([C:32]1[CH:38]=[CH:37][C:35]([NH2:36])=[CH:34][CH:33]=1)[CH2:25][CH2:26][CH2:27][CH2:28][CH2:29][CH2:30][CH3:31]. (4) Given the product [NH:8]1[CH2:9][CH2:10][CH:11]([O:14][C:17]2[CH:18]=[C:19]([NH:23][C:24](=[O:26])[CH3:25])[CH:20]=[CH:21][CH:22]=2)[CH2:12][CH2:13]1, predict the reactants needed to synthesize it. The reactants are: C(OC([N:8]1[CH2:13][CH2:12][CH:11]([OH:14])[CH2:10][CH2:9]1)=O)(C)(C)C.Cl.O[C:17]1[CH:18]=[C:19]([NH:23][C:24](=[O:26])[CH3:25])[CH:20]=[CH:21][CH:22]=1.CCOC(/N=N/C(OCC)=O)=O. (5) Given the product [C:74]([O:78][C:79](=[O:84])[NH:80][CH2:81][CH2:82][NH:83][C:33](=[O:34])[C:32]1[CH:36]=[CH:37][CH:38]=[C:30]([N:6]2[C:5]3[N:39]=[CH:40][C:2]([F:1])=[CH:3][C:4]=3[C:9](=[O:10])[N:8]([C@H:11]3[CH2:12][CH2:13][C@@H:14]([NH:17][C:18]([C:20]4[N:21]=[C:22]5[CH:27]=[CH:26][CH:25]=[CH:24][N:23]5[CH:28]=4)=[O:19])[CH2:15][CH2:16]3)[C:7]2=[O:29])[CH:31]=1)([CH3:77])([CH3:75])[CH3:76], predict the reactants needed to synthesize it. The reactants are: [F:1][C:2]1[CH:40]=[N:39][C:5]2[N:6]([C:30]3[CH:31]=[C:32]([CH:36]=[CH:37][CH:38]=3)[C:33](O)=[O:34])[C:7](=[O:29])[N:8]([C@H:11]3[CH2:16][CH2:15][C@@H:14]([NH:17][C:18]([C:20]4[N:21]=[C:22]5[CH:27]=[CH:26][CH:25]=[CH:24][N:23]5[CH:28]=4)=[O:19])[CH2:13][CH2:12]3)[C:9](=[O:10])[C:4]=2[CH:3]=1.CCN(C(C)C)C(C)C.CN(C(ON1N=NC2C=CC=NC1=2)=[N+](C)C)C.F[P-](F)(F)(F)(F)F.[C:74]([O:78][C:79](=[O:84])[NH:80][CH2:81][CH2:82][NH2:83])([CH3:77])([CH3:76])[CH3:75]. (6) Given the product [NH2:6][C:2]([C:9]1[CH:14]=[CH:13][CH:12]=[CH:11][CH:10]=1)([CH3:1])[C:3]([OH:16])=[O:8], predict the reactants needed to synthesize it. The reactants are: [CH3:1][C:2]1([C:9]2[CH:14]=[CH:13][CH:12]=[CH:11][CH:10]=2)[NH:6]C(=O)N[C:3]1=[O:8].Cl.[OH2:16]. (7) Given the product [F:52][C:50]([F:51])([F:53])[C:42]1[CH:41]=[C:40]([CH:45]=[C:44]([C:46]([F:49])([F:47])[F:48])[CH:43]=1)[C:39]([N:36]1[CH2:35][C@@:34]([CH2:33][CH2:32][N:6]2[CH2:11][CH2:10][C:9]3([C:19]4[C:14](=[CH:15][CH:16]=[CH:17][CH:18]=4)[CH2:13][C@@H:12]3[O:20][CH2:21][C:22]([O:24][CH2:25][CH3:26])=[O:23])[CH2:8][CH2:7]2)([C:55]2[CH:56]=[CH:57][C:58]([F:61])=[CH:59][CH:60]=2)[O:38][CH2:37]1)=[O:54], predict the reactants needed to synthesize it. The reactants are: C(=O)([O-])O.[Na+].[NH:6]1[CH2:11][CH2:10][C:9]2([C:19]3[C:14](=[CH:15][CH:16]=[CH:17][CH:18]=3)[CH2:13][C@@H:12]2[O:20][CH2:21][C:22]([O:24][CH2:25][CH3:26])=[O:23])[CH2:8][CH2:7]1.CS(O[CH2:32][CH2:33][C@:34]1([C:55]2[CH:60]=[CH:59][C:58]([F:61])=[CH:57][CH:56]=2)[O:38][CH2:37][N:36]([C:39](=[O:54])[C:40]2[CH:45]=[C:44]([C:46]([F:49])([F:48])[F:47])[CH:43]=[C:42]([C:50]([F:53])([F:52])[F:51])[CH:41]=2)[CH2:35]1)(=O)=O. (8) Given the product [O:1]=[C:2]([CH2:9][CH2:10][CH3:11])[CH:3]([CH2:23][CH2:22][C:16]1[CH:21]=[CH:20][CH:19]=[CH:18][CH:17]=1)[C:4]([O:6][CH2:7][CH3:8])=[O:5], predict the reactants needed to synthesize it. The reactants are: [O:1]=[C:2]([CH2:9][CH2:10][CH3:11])[CH2:3][C:4]([O:6][CH2:7][CH3:8])=[O:5].[O-]CC.[Na+].[C:16]1([CH2:22][CH2:23]Br)[CH:21]=[CH:20][CH:19]=[CH:18][CH:17]=1. (9) Given the product [C:26]1([C:2]2[CH:7]=[CH:6][CH:5]=[C:4]([C:35]3[CH:40]=[CH:39][CH:38]=[CH:37][CH:36]=3)[C:3]=2[C:9]2[N:13]3[C:14]4[CH:15]=[CH:16][CH:17]=[CH:18][C:19]=4[C:20]4[CH:21]=[CH:22][CH:23]=[CH:24][C:25]=4[C:12]3=[N:11][CH:10]=2)[CH:31]=[CH:30][CH:29]=[CH:28][CH:27]=1, predict the reactants needed to synthesize it. The reactants are: Cl[C:2]1[CH:7]=[CH:6][CH:5]=[C:4](Cl)[C:3]=1[C:9]1[N:13]2[C:14]3[CH:15]=[CH:16][CH:17]=[CH:18][C:19]=3[C:20]3[CH:21]=[CH:22][CH:23]=[CH:24][C:25]=3[C:12]2=[N:11][CH:10]=1.[C:26]1(B(O)O)[CH:31]=[CH:30][CH:29]=[CH:28][CH:27]=1.[CH:35]1(P([CH:35]2[CH2:40][CH2:39][CH2:38][CH2:37][CH2:36]2)C2C=CC=CC=2C2C(OC)=CC=CC=2OC)[CH2:40][CH2:39][CH2:38][CH2:37][CH2:36]1.[O-]P([O-])([O-])=O.[K+].[K+].[K+]. (10) Given the product [OH:6][CH:5]([CH2:4][OH:3])[CH2:7][NH:8][C:9](=[O:28])[C:10]1[C:15]([C:16]([F:19])([F:18])[F:17])=[CH:14][C:13]([NH:20][C:21]2[CH:26]=[CH:25][CH:24]=[C:23]([Cl:27])[CH:22]=2)=[N:12][CH:11]=1, predict the reactants needed to synthesize it. The reactants are: CC1(C)[O:6][CH:5]([CH2:7][NH:8][C:9](=[O:28])[C:10]2[C:15]([C:16]([F:19])([F:18])[F:17])=[CH:14][C:13]([NH:20][C:21]3[CH:26]=[CH:25][CH:24]=[C:23]([Cl:27])[CH:22]=3)=[N:12][CH:11]=2)[CH2:4][O:3]1.CCOCC.Cl.